Dataset: Forward reaction prediction with 1.9M reactions from USPTO patents (1976-2016). Task: Predict the product of the given reaction. Given the reactants C(#N)C.[F:4][C:5]1[CH:6]=[C:7]([N+:12]([O-:14])=[O:13])[CH:8]=[CH:9][C:10]=1F.[CH2:15]([N:17]1[CH2:22][CH2:21][NH:20][CH2:19][CH2:18]1)[CH3:16].C(Cl)Cl, predict the reaction product. The product is: [CH2:15]([N:17]1[CH2:22][CH2:21][N:20]([C:10]2[CH:9]=[CH:8][C:7]([N+:12]([O-:14])=[O:13])=[CH:6][C:5]=2[F:4])[CH2:19][CH2:18]1)[CH3:16].